From a dataset of Cav3 T-type calcium channel HTS with 100,875 compounds. Binary Classification. Given a drug SMILES string, predict its activity (active/inactive) in a high-throughput screening assay against a specified biological target. (1) The compound is S(=O)(=O)(N1CCCCC1)c1ccc(NC(=O)COC(=O)C(N2C(=O)c3c(C2=O)cccc3)C)cc1. The result is 1 (active). (2) The compound is O(c1c(CNC)cccc1)CC(=O)Nc1c(OC)cccc1. The result is 0 (inactive). (3) The compound is Fc1cc(C(=O)N2CCC(N3CCOCC3)CC2)ccc1. The result is 0 (inactive). (4) The molecule is s1c(N2CCC(CC2)C(=O)N2CCCC2)nc2c1cc(cc2C)C. The result is 0 (inactive). (5) The drug is Clc1ccc(C(=O)Nc2nc3c(CCc4c3cccc4)cn2)cc1. The result is 0 (inactive).